Predict which catalyst facilitates the given reaction. From a dataset of Catalyst prediction with 721,799 reactions and 888 catalyst types from USPTO. (1) Product: [NH2:3][C:4]1[N:9]=[C:8]([C:10]#[C:11][C:12]2[CH:17]=[CH:16][CH:15]=[CH:14][CH:13]=2)[C:7]([N:18]([CH3:28])[S:19]([C:22]2[CH:27]=[CH:26][CH:25]=[CH:24][CH:23]=2)(=[O:21])=[O:20])=[CH:6][CH:5]=1. The catalyst class is: 1. Reactant: [H-].[Na+].[NH2:3][C:4]1[N:9]=[C:8]([C:10]#[C:11][C:12]2[CH:17]=[CH:16][CH:15]=[CH:14][CH:13]=2)[C:7]([NH:18][S:19]([C:22]2[CH:27]=[CH:26][CH:25]=[CH:24][CH:23]=2)(=[O:21])=[O:20])=[CH:6][CH:5]=1.[CH3:28]OS(OC)(=O)=O. (2) Reactant: Cl([O-])=O.[Na+].S(=O)(=O)(O)N.[CH2:10]([O:17][C:18]1[C:19]([CH:36]=[O:37])=[N:20][CH:21]=[C:22]([C:34]=1[OH:35])[C:23]([NH:25][CH2:26][C:27]1[CH:32]=[CH:31][C:30]([F:33])=[CH:29][CH:28]=1)=[O:24])[C:11]1[CH:16]=[CH:15][CH:14]=[CH:13][CH:12]=1.[OH2:38]. Product: [CH2:10]([O:17][C:18]1[C:19]([C:36]([OH:38])=[O:37])=[N:20][CH:21]=[C:22]([C:23](=[O:24])[NH:25][CH2:26][C:27]2[CH:28]=[CH:29][C:30]([F:33])=[CH:31][CH:32]=2)[C:34]=1[OH:35])[C:11]1[CH:16]=[CH:15][CH:14]=[CH:13][CH:12]=1. The catalyst class is: 7.